Dataset: Reaction yield outcomes from USPTO patents with 853,638 reactions. Task: Predict the reaction yield, written as a fraction of the theoretical maximum amount of product (1.0 means a 100% yield; for example, 0.34 means a 34% yield). (1) The reactants are [N:1]1([CH:6]2[C:14]3[C:9](=[CH:10][C:11]([OH:15])=[CH:12][CH:13]=3)[CH2:8][CH2:7]2)[CH2:5][CH2:4][CH2:3][CH2:2]1.[H-].[Na+].Cl[C:19]1[N:24]=[CH:23][C:22]([C:25]([NH:27][CH3:28])=[O:26])=[CH:21][CH:20]=1. The catalyst is CN(C)C=O. The product is [CH3:28][NH:27][C:25]([C:22]1[CH:23]=[N:24][C:19]([O:15][C:11]2[CH:12]=[C:13]3[C:8](=[CH:9][CH:10]=2)[CH2:7][CH:6]([N:1]2[CH2:2][CH2:3][CH2:4][CH2:5]2)[CH2:14]3)=[CH:20][CH:21]=1)=[O:26]. The yield is 0.440. (2) The reactants are C(NC(C)C)(C)C.C([Li])CCC.[I:13][C:14]1[CH:19]=[CH:18][C:17]([CH2:20][C:21]([OH:23])=[O:22])=[CH:16][CH:15]=1.I[CH2:25][CH:26]1[CH2:30][CH2:29][CH2:28][CH2:27]1. The catalyst is O1CCCC1.CN1CCCN(C)C1=O. The product is [CH:26]1([CH2:25][CH:20]([C:17]2[CH:16]=[CH:15][C:14]([I:13])=[CH:19][CH:18]=2)[C:21]([OH:23])=[O:22])[CH2:30][CH2:29][CH2:28][CH2:27]1. The yield is 0.700. (3) The reactants are [CH3:1][N:2]1[CH2:6][CH2:5][CH2:4][C@H:3]1[C:7]1[N:11]2[CH:12]=[C:13]([O:16][C@H:17]3[C:26]4[C:21](=[CH:22][CH:23]=[CH:24][CH:25]=4)[C@@H:20]([NH2:27])[CH2:19][CH2:18]3)[CH:14]=[CH:15][C:10]2=[N:9][N:8]=1.ClC(Cl)(Cl)C[O:31][C:32](=O)[NH:33][C:34]1[N:35]([C:43]2[CH:48]=[CH:47][C:46]([Cl:49])=[C:45]([O:50][Si](C(C)C)(C(C)C)C(C)C)[CH:44]=2)[N:36]=[C:37]([C:39]([CH3:42])([CH3:41])[CH3:40])[CH:38]=1. No catalyst specified. The product is [C:39]([C:37]1[CH:38]=[C:34]([NH:33][C:32]([NH:27][C@@H:20]2[C:21]3[C:26](=[CH:25][CH:24]=[CH:23][CH:22]=3)[C@H:17]([O:16][C:13]3[CH:14]=[CH:15][C:10]4[N:11]([C:7]([C@@H:3]5[CH2:4][CH2:5][CH2:6][N:2]5[CH3:1])=[N:8][N:9]=4)[CH:12]=3)[CH2:18][CH2:19]2)=[O:31])[N:35]([C:43]2[CH:48]=[CH:47][C:46]([Cl:49])=[C:45]([OH:50])[CH:44]=2)[N:36]=1)([CH3:42])([CH3:40])[CH3:41]. The yield is 0.760. (4) The reactants are [C:1]([O:5][C:6](=[O:21])[NH:7][CH2:8][CH2:9][C:10]#[C:11][C:12]1[CH:17]=[CH:16][C:15]([N+:18]([O-])=O)=[CH:14][CH:13]=1)([CH3:4])([CH3:3])[CH3:2]. The catalyst is C(O)C.[Pd]. The product is [C:1]([O:5][C:6](=[O:21])[NH:7][CH2:8][CH2:9][CH2:10][CH2:11][C:12]1[CH:13]=[CH:14][C:15]([NH2:18])=[CH:16][CH:17]=1)([CH3:4])([CH3:2])[CH3:3]. The yield is 0.960. (5) The reactants are [C:1](=[O:12])([O:7][C:8]([CH3:11])([CH3:10])[CH3:9])OC(C)(C)C.[CH2:13]([O:15][CH:16]([CH2:21][C:22]1[CH:27]=[CH:26][C:25]([C:28]2[CH:33]=[CH:32][CH:31]=[C:30]([CH2:34][NH:35][CH3:36])[CH:29]=2)=[CH:24][CH:23]=1)[C:17]([O:19][CH3:20])=[O:18])[CH3:14].C(N(CC)CC)C. The catalyst is ClCCl. The product is [C:8]([O:7][C:1]([CH2:36][NH:35][CH2:34][C:30]1[CH:29]=[C:28]([C:25]2[CH:26]=[CH:27][C:22]([CH2:21][CH:16]([O:15][CH2:13][CH3:14])[C:17]([O:19][CH3:20])=[O:18])=[CH:23][CH:24]=2)[CH:33]=[CH:32][CH:31]=1)=[O:12])([CH3:9])([CH3:10])[CH3:11]. The yield is 0.850. (6) The reactants are [O:1]=[S:2]1(=[O:31])[N:6]([CH2:7][CH:8]2[O:13][CH2:12][CH2:11][N:10](C(OC(C)(C)C)=O)[CH2:9]2)[C:5]2[CH:21]=[CH:22][CH:23]=[CH:24][C:4]=2[N:3]1[C:25]1[CH:30]=[CH:29][CH:28]=[CH:27][CH:26]=1.[ClH:32]. The catalyst is CO. The product is [ClH:32].[NH:10]1[CH2:11][CH2:12][O:13][CH:8]([CH2:7][N:6]2[C:5]3[CH:21]=[CH:22][CH:23]=[CH:24][C:4]=3[N:3]([C:25]3[CH:26]=[CH:27][CH:28]=[CH:29][CH:30]=3)[S:2]2(=[O:31])=[O:1])[CH2:9]1. The yield is 0.990.